Task: Predict the reaction yield, written as a fraction of the theoretical maximum amount of product (1.0 means a 100% yield; for example, 0.34 means a 34% yield).. Dataset: Reaction yield outcomes from USPTO patents with 853,638 reactions (1) The catalyst is ClCCl.[I-].[Zn+2].[I-]. The product is [O:1]1[C:6]2[CH:7]=[CH:8][C:9]([C:11]3[C:18]([CH3:19])=[CH:17][CH:16]=[C:15]([CH3:20])[C:12]=3[CH:13]([OH:14])[C:25]#[N:26])=[CH:10][C:5]=2[CH2:4][CH2:3][CH2:2]1. The yield is 0.790. The reactants are [O:1]1[C:6]2[CH:7]=[CH:8][C:9]([C:11]3[C:18]([CH3:19])=[CH:17][CH:16]=[C:15]([CH3:20])[C:12]=3[CH:13]=[O:14])=[CH:10][C:5]=2[CH2:4][CH2:3][CH2:2]1.C[Si]([C:25]#[N:26])(C)C.[Na]. (2) The reactants are C(N(CC)CC)C.[CH3:8][C:9]1([CH3:16])[C:13]([CH3:15])([CH3:14])[O:12][BH:11][O:10]1.[CH2:17]([N:21]1[CH2:26][C:25]2([CH2:31][CH2:30][N:29]([C:32]([O:34][C:35]([CH3:38])([CH3:37])[CH3:36])=[O:33])[CH2:28][CH2:27]2)[CH2:24][CH2:23][CH2:22]1)[CH2:18][C:19]#[CH:20]. The catalyst is ClCCl.[Cl-].[CH-]1C=CC=C1.[CH-]1C=CC=C1.[Zr+2]. The product is [CH3:8][C:9]1([CH3:16])[C:13]([CH3:15])([CH3:14])[O:12][B:11](/[CH:20]=[CH:19]/[CH2:18][CH2:17][N:21]2[CH2:26][C:25]3([CH2:27][CH2:28][N:29]([C:32]([O:34][C:35]([CH3:38])([CH3:37])[CH3:36])=[O:33])[CH2:30][CH2:31]3)[CH2:24][CH2:23][CH2:22]2)[O:10]1. The yield is 0.870. (3) The catalyst is O1CCOCC1.O. The yield is 0.790. The product is [CH:20]([N:23]1[CH:27]=[C:26]([C:28]2[CH:33]=[CH:32][C:31]([C:2]3[CH:3]=[N:4][CH:5]=[C:6]4[C:11]=3[N:10]=[C:9]([C:12]([N:14]3[CH2:17][CH:16]([O:18][CH3:19])[CH2:15]3)=[O:13])[CH:8]=[CH:7]4)=[CH:30][CH:29]=2)[CH:25]=[N:24]1)([CH3:22])[CH3:21]. The reactants are Br[C:2]1[CH:3]=[N:4][CH:5]=[C:6]2[C:11]=1[N:10]=[C:9]([C:12]([N:14]1[CH2:17][CH:16]([O:18][CH3:19])[CH2:15]1)=[O:13])[CH:8]=[CH:7]2.[CH:20]([N:23]1[CH:27]=[C:26]([C:28]2[CH:33]=[CH:32][C:31](B3OC(C)(C)C(C)(C)O3)=[CH:30][CH:29]=2)[CH:25]=[N:24]1)([CH3:22])[CH3:21].[O-]P([O-])([O-])=O.[K+].[K+].[K+]. (4) The yield is 0.370. No catalyst specified. The product is [ClH:1].[CH2:45]([O:47][C:48]1[C:56]([O:57][CH3:58])=[CH:55][CH:54]=[CH:53][C:49]=1[CH2:50][N:28]([CH3:27])[C:22](=[O:24])/[CH:21]=[CH:20]/[C:17]1[CH:18]=[N:19][C:13]2[NH:12][C:11](=[O:25])[N:10]([CH2:9][CH2:8][N:2]3[CH2:3][CH2:4][O:5][CH2:6][CH2:7]3)[CH2:15][C:14]=2[CH:16]=1)[CH3:46]. The reactants are [ClH:1].[N:2]1([CH2:8][CH2:9][N:10]2[CH2:15][C:14]3[CH:16]=[C:17](/[CH:20]=[CH:21]/[C:22]([OH:24])=O)[CH:18]=[N:19][C:13]=3[NH:12][C:11]2=[O:25])[CH2:7][CH2:6][O:5][CH2:4][CH2:3]1.Cl.[CH3:27][N:28]1CC2C=C(/C=C/C(O)=O)C=NC=2NC(=O)C1.[CH2:45]([O:47][C:48]1[C:56]([O:57][CH3:58])=[CH:55][CH:54]=[CH:53][C:49]=1[CH2:50]CN)[CH3:46].CNCC1C=CC2C(=CC=CC=2)C=1CCC. (5) The reactants are [O:1]1[CH:3]2[CH2:4][CH2:5][CH:6]=[CH:7][CH2:8][CH2:9][CH:10]=[CH:11][CH2:12][CH2:13][CH:2]12.[I-].[Na+]. No catalyst specified. The product is [C:2]1(=[O:1])[CH2:13][CH2:12][CH2:11][CH2:10][CH:9]=[CH:8][CH2:7][CH2:6][CH:5]=[CH:4][CH2:3]1. The yield is 0.987. (6) The reactants are [C:1]([O:7][CH2:8][CH3:9])(=[O:6])[CH2:2][C:3]([CH3:5])=[O:4].[CH2:10]([O:12][C:13](OCC)=[CH2:14])[CH3:11].CCO. The catalyst is [O-]CC.[Na+].CCOC(C)=O. The product is [C:3]([C:2](=[C:10]([O:12][CH2:13][CH3:14])[CH3:11])[C:1]([O:7][CH2:8][CH3:9])=[O:6])(=[O:4])[CH3:5]. The yield is 0.890. (7) The reactants are Cl[C:2]1[C:11]2[C:6](=[CH:7][CH:8]=[CH:9][CH:10]=2)[CH:5]=[CH:4][N:3]=1.[C:12]1(B(O)O)[CH:17]=[CH:16][CH:15]=[CH:14][CH:13]=1.C(=O)([O-])[O-].[K+].[K+]. The catalyst is C(O)CO.COC. The product is [C:12]1([C:2]2[C:11]3[C:6](=[CH:7][CH:8]=[CH:9][CH:10]=3)[CH:5]=[CH:4][N:3]=2)[CH:17]=[CH:16][CH:15]=[CH:14][CH:13]=1. The yield is 0.900.